Dataset: Reaction yield outcomes from USPTO patents with 853,638 reactions. Task: Predict the reaction yield, written as a fraction of the theoretical maximum amount of product (1.0 means a 100% yield; for example, 0.34 means a 34% yield). (1) The reactants are C(OC([N:8]1[CH2:13][CH2:12][C:11]2[N:14]=[C:15]([NH:17][C:18]([C:20]3[C:28]4[NH:27][C:26]([NH:29][C:30]([C:32]5[N:33]=[CH:34][C:35]6[C:40]([CH:41]=5)=[CH:39][CH:38]=[CH:37][CH:36]=6)=[O:31])=[N:25][C:24]=4[CH:23]=[CH:22][CH:21]=3)=[O:19])[S:16][C:10]=2[CH2:9]1)=O)(C)(C)C.Cl. The catalyst is CO. The product is [N:14]1[C:11]2[CH2:12][CH2:13][NH:8][CH2:9][C:10]=2[S:16][C:15]=1[NH:17][C:18]([C:20]1[C:28]2[NH:27][C:26]([NH:29][C:30]([C:32]3[N:33]=[CH:34][C:35]4[C:40]([CH:41]=3)=[CH:39][CH:38]=[CH:37][CH:36]=4)=[O:31])=[N:25][C:24]=2[CH:23]=[CH:22][CH:21]=1)=[O:19]. The yield is 1.00. (2) The reactants are [CH3:1][C:2]1[C:6]([CH3:7])=[C:5]([NH:8][C:9](=[O:16])OCC(Cl)(Cl)Cl)[O:4][N:3]=1.[F:17][C:18]1[CH:19]=[C:20]([C:24]2[CH:29]=[C:28]([N:30]3[CH2:35][CH2:34][NH:33][CH2:32][CH2:31]3)[N:27]=[CH:26][N:25]=2)[CH:21]=[CH:22][CH:23]=1. The catalyst is C(OCC)(=O)C.CCCCCC. The product is [F:17][C:18]1[CH:19]=[C:20]([C:24]2[N:25]=[CH:26][N:27]=[C:28]([N:30]3[CH2:31][CH2:32][N:33]([C:9]([NH:8][C:5]4[O:4][N:3]=[C:2]([CH3:1])[C:6]=4[CH3:7])=[O:16])[CH2:34][CH2:35]3)[CH:29]=2)[CH:21]=[CH:22][CH:23]=1. The yield is 0.460. (3) The reactants are [N:1]1[C:10]2[C:5](=[CH:6][CH:7]=[CH:8][CH:9]=2)[CH:4]=[CH:3][C:2]=1[CH2:11][O:12][C:13]1[CH:18]=[CH:17][C:16]([CH2:19][C:20]([O:22]CC)=[O:21])=[CH:15][CH:14]=1.C1COCC1.O[Li].O.Cl. The catalyst is CO. The product is [N:1]1[C:10]2[C:5](=[CH:6][CH:7]=[CH:8][CH:9]=2)[CH:4]=[CH:3][C:2]=1[CH2:11][O:12][C:13]1[CH:14]=[CH:15][C:16]([CH2:19][C:20]([OH:22])=[O:21])=[CH:17][CH:18]=1. The yield is 0.950.